Dataset: Reaction yield outcomes from USPTO patents with 853,638 reactions. Task: Predict the reaction yield, written as a fraction of the theoretical maximum amount of product (1.0 means a 100% yield; for example, 0.34 means a 34% yield). (1) The yield is 0.610. The reactants are [CH3:1][NH:2][C:3]1[CH2:7][S:6][C:5](=[O:8])[N:4]=1.CC(C)([O-])C.[K+].[CH:15]([C:17]1[C:18]([O:36][CH3:37])=[C:19]([CH:33]=[CH:34][CH:35]=1)[O:20][C:21]1[CH:28]=[CH:27][C:24]([C:25]#[N:26])=[CH:23][C:22]=1[C:29]([F:32])([F:31])[F:30])=O.[Cl-].[NH4+]. The product is [CH3:37][O:36][C:18]1[C:17](/[CH:15]=[C:7]2/[C:3]([NH:2][CH3:1])=[N:4][C:5](=[O:8])[S:6]/2)=[CH:35][CH:34]=[CH:33][C:19]=1[O:20][C:21]1[CH:28]=[CH:27][C:24]([C:25]#[N:26])=[CH:23][C:22]=1[C:29]([F:30])([F:32])[F:31]. The catalyst is C(O)C. (2) The product is [Br:1][C:2]1[CH:3]=[C:4]2[C:9](=[C:10]([O:12][CH3:13])[CH:11]=1)[N:8]=[CH:7][N:6]([CH2:24][O:23][CH2:22][CH2:21][Si:18]([CH3:20])([CH3:19])[CH3:17])[C:5]2=[O:14]. The reactants are [Br:1][C:2]1[CH:3]=[C:4]2[C:9](=[C:10]([O:12][CH3:13])[CH:11]=1)[N:8]=[CH:7][NH:6][C:5]2=[O:14].[H-].[Na+].[CH3:17][Si:18]([CH2:21][CH2:22][O:23][CH2:24]Cl)([CH3:20])[CH3:19]. The yield is 0.480. The catalyst is CN(C)C=O. (3) The catalyst is C(O)C. The yield is 0.340. The product is [Br:1][C:2]1[CH:7]=[C:6]([C:8]2[N:9]([C:14]3[CH:19]=[CH:18][C:17]([N:20]4[CH2:25][CH2:24][O:23][CH2:22][CH2:21]4)=[CH:16][CH:15]=3)[C:10]([SH:13])=[N:11][N:12]=2)[C:5]([OH:26])=[CH:4][C:3]=1[OH:30]. The reactants are [Br:1][C:2]1[C:3]([O:30]COC)=[CH:4][C:5]([O:26]COC)=[C:6]([C:8]2[N:9]([C:14]3[CH:19]=[CH:18][C:17]([N:20]4[CH2:25][CH2:24][O:23][CH2:22][CH2:21]4)=[CH:16][CH:15]=3)[C:10](=[S:13])[NH:11][N:12]=2)[CH:7]=1.Cl.[OH-].[Na+].